From a dataset of Forward reaction prediction with 1.9M reactions from USPTO patents (1976-2016). Predict the product of the given reaction. (1) Given the reactants [CH2:1]([O:8][C:9]([C@@H:11]1[CH2:15][C@H:14]([NH:16][C:17]([O:19][CH2:20][CH:21]2[C:33]3[CH:32]=[CH:31][CH:30]=[CH:29][C:28]=3[C:27]3[C:22]2=[CH:23][CH:24]=[CH:25][CH:26]=3)=[O:18])[CH2:13][N:12]1[C:34](=[O:50])[C@@H:35]([NH:42]C(OC(C)(C)C)=O)[CH:36]1[CH2:41][CH2:40][CH2:39][CH2:38][CH2:37]1)=[O:10])[C:2]1[CH:7]=[CH:6][CH:5]=[CH:4][CH:3]=1.[ClH:51], predict the reaction product. The product is: [ClH:51].[CH2:1]([O:8][C:9]([C@@H:11]1[CH2:15][C@H:14]([NH:16][C:17]([O:19][CH2:20][CH:21]2[C:33]3[CH:32]=[CH:31][CH:30]=[CH:29][C:28]=3[C:27]3[C:22]2=[CH:23][CH:24]=[CH:25][CH:26]=3)=[O:18])[CH2:13][N:12]1[C:34](=[O:50])[C@@H:35]([NH2:42])[CH:36]1[CH2:41][CH2:40][CH2:39][CH2:38][CH2:37]1)=[O:10])[C:2]1[CH:3]=[CH:4][CH:5]=[CH:6][CH:7]=1. (2) The product is: [CH2:1]([CH:8]1[CH2:20][CH2:19][C:18]2[C:17]3[C:12](=[CH:13][C:14]([Cl:22])=[C:15]([Cl:21])[CH:16]=3)[NH:11][C:10]=2[C:9]1=[O:23])[C:2]1[CH:3]=[CH:4][CH:5]=[CH:6][CH:7]=1. Given the reactants [CH:1](=[C:8]1[CH2:20][CH2:19][C:18]2[C:17]3[C:12](=[CH:13][C:14]([Cl:22])=[C:15]([Cl:21])[CH:16]=3)[NH:11][C:10]=2[C:9]1=[O:23])[C:2]1[CH:7]=[CH:6][CH:5]=[CH:4][CH:3]=1, predict the reaction product. (3) Given the reactants [NH2:1][C:2]1[N:7]=[C:6]([NH:8][CH2:9][CH2:10][C:11]2[CH:16]=[CH:15][C:14]([S:17]([NH2:20])(=[O:19])=[O:18])=[CH:13][CH:12]=2)[CH:5]=[C:4](Cl)[N:3]=1.[F:22][C:23]1[CH:28]=[CH:27][C:26](B(O)O)=[C:25]([CH3:32])[C:24]=1[CH3:33], predict the reaction product. The product is: [NH2:1][C:2]1[N:7]=[C:6]([NH:8][CH2:9][CH2:10][C:11]2[CH:16]=[CH:15][C:14]([S:17]([NH2:20])(=[O:19])=[O:18])=[CH:13][CH:12]=2)[CH:5]=[C:4]([C:26]2[CH:27]=[CH:28][C:23]([F:22])=[C:24]([CH3:33])[C:25]=2[CH3:32])[N:3]=1. (4) Given the reactants [CH2:1]([O:3][C:4](=[O:15])[C:5]1[CH:10]=[CH:9][C:8](I)=[C:7]([O:12][CH2:13][CH3:14])[CH:6]=1)[CH3:2].[F:16][C:17]([F:28])([F:27])[C:18]1[CH:23]=[CH:22][C:21](B(O)O)=[CH:20][CH:19]=1.[O-]P([O-])([O-])=O.[K+].[K+].[K+], predict the reaction product. The product is: [CH2:1]([O:3][C:4]([C:5]1[CH:10]=[CH:9][C:8]([C:21]2[CH:22]=[CH:23][C:18]([C:17]([F:28])([F:27])[F:16])=[CH:19][CH:20]=2)=[C:7]([O:12][CH2:13][CH3:14])[CH:6]=1)=[O:15])[CH3:2]. (5) Given the reactants [C:1]1([C:7]2[C:8]([C:15]3[CH:20]=[CH:19][C:18]([CH2:21][N:22]4[CH2:27][CH2:26][CH:25]([C:28]5[CH:32]=[C:31]([C:33]6[CH:38]=[CH:37][N:36]=[CH:35][CH:34]=6)[NH:30][N:29]=5)[CH2:24][CH2:23]4)=[CH:17][CH:16]=3)=[N:9][CH:10]=[C:11]([CH:14]=2)[C:12]#[N:13])[CH:6]=[CH:5][CH:4]=[CH:3][CH:2]=1.N[NH:40][C:41]([NH2:43])=[S:42].C(=O)(O)[O-].[Na+], predict the reaction product. The product is: [C:1]1([C:7]2[CH:14]=[C:11]([C:12]3[S:42][C:41]([NH2:43])=[N:40][N:13]=3)[CH:10]=[N:9][C:8]=2[C:15]2[CH:20]=[CH:19][C:18]([CH2:21][N:22]3[CH2:27][CH2:26][CH:25]([C:28]4[CH:32]=[C:31]([C:33]5[CH:34]=[CH:35][N:36]=[CH:37][CH:38]=5)[NH:30][N:29]=4)[CH2:24][CH2:23]3)=[CH:17][CH:16]=2)[CH:6]=[CH:5][CH:4]=[CH:3][CH:2]=1. (6) Given the reactants [CH3:1][C:2]1[CH:3]=[C:4]([CH:7]=[CH:8][C:9]=1[CH:10]=O)[C:5]#[N:6].[CH3:12][C:13](=[O:18])[CH2:14][C:15](=[O:17])[CH3:16].C(O)(=O)C.N1CCCCC1, predict the reaction product. The product is: [C:15]([C:14]([C:13](=[O:18])[CH3:12])=[CH:10][C:9]1[CH:8]=[CH:7][C:4]([C:5]#[N:6])=[CH:3][C:2]=1[CH3:1])(=[O:17])[CH3:16].